From a dataset of Reaction yield outcomes from USPTO patents with 853,638 reactions. Predict the reaction yield, written as a fraction of the theoretical maximum amount of product (1.0 means a 100% yield; for example, 0.34 means a 34% yield). (1) The reactants are C([N:8]1[CH2:13][CH2:12][P:11]([C:15]2[CH:20]=[CH:19][C:18]([NH:21][C:22]3[N:27]=[C:26]([NH:28][C:29]4[CH:34]=[CH:33][CH:32]=[CH:31][C:30]=4[S:35]([CH:38]([CH3:40])[CH3:39])(=[O:37])=[O:36])[C:25](Cl)=[CH:24][N:23]=3)=[C:17]([O:42][CH3:43])[CH:16]=2)(=[O:14])[CH2:10][CH2:9]1)C1C=CC=CC=1.C([O-])=O.[NH4+]. The catalyst is [Pd]. The product is [CH3:43][O:42][C:17]1[CH:16]=[C:15]([P:11]2(=[O:14])[CH2:10][CH2:9][NH:8][CH2:13][CH2:12]2)[CH:20]=[CH:19][C:18]=1[NH:21][C:22]1[N:27]=[C:26]([NH:28][C:29]2[CH:34]=[CH:33][CH:32]=[CH:31][C:30]=2[S:35]([CH:38]([CH3:40])[CH3:39])(=[O:37])=[O:36])[CH:25]=[CH:24][N:23]=1. The yield is 0.420. (2) The reactants are [OH:1][C@@:2]1([C:9]#[C:10][C:11]2[CH:12]=[C:13]([N:17]3[C:25]4[C:20](=[CH:21][C:22]([O:26][CH3:27])=[CH:23][CH:24]=4)[C:19]([C:28]([O:30]C)=O)=[N:18]3)[CH:14]=[CH:15][CH:16]=2)[CH2:6][CH2:5][N:4]([CH3:7])[C:3]1=[O:8].[NH3:32]. The catalyst is CO. The product is [OH:1][C@@:2]1([C:9]#[C:10][C:11]2[CH:12]=[C:13]([N:17]3[C:25]4[C:20](=[CH:21][C:22]([O:26][CH3:27])=[CH:23][CH:24]=4)[C:19]([C:28]([NH2:32])=[O:30])=[N:18]3)[CH:14]=[CH:15][CH:16]=2)[CH2:6][CH2:5][N:4]([CH3:7])[C:3]1=[O:8]. The yield is 0.230. (3) The reactants are O.[OH-].[Li+].[Cl:4][C:5]1[CH:30]=[C:29]([C:31]([NH:33][CH2:34][C:35]2[CH:40]=[CH:39][CH:38]=[C:37]([OH:41])[CH:36]=2)=[O:32])[CH:28]=[C:27]([Cl:42])[C:6]=1[C:7]([NH:9][C@H:10]([C:23]([O:25]C)=[O:24])[CH2:11][NH:12][C:13](=[O:22])[C:14]1[CH:19]=[C:18]([OH:20])[CH:17]=[C:16]([OH:21])[CH:15]=1)=[O:8]. The catalyst is O.O1CCCC1.CO. The product is [Cl:4][C:5]1[CH:30]=[C:29]([C:31]([NH:33][CH2:34][C:35]2[CH:40]=[CH:39][CH:38]=[C:37]([OH:41])[CH:36]=2)=[O:32])[CH:28]=[C:27]([Cl:42])[C:6]=1[C:7]([NH:9][C@H:10]([C:23]([OH:25])=[O:24])[CH2:11][NH:12][C:13](=[O:22])[C:14]1[CH:15]=[C:16]([OH:21])[CH:17]=[C:18]([OH:20])[CH:19]=1)=[O:8]. The yield is 0.650. (4) The reactants are [CH3:1][N:2]([CH3:6])[CH2:3][CH2:4][NH2:5].Cl[C:8]1[N:9]=[N+:10]([O-:22])[C:11]2[C:21]3[CH2:20][CH2:19][CH2:18][O:17][C:16]=3[CH:15]=[CH:14][C:12]=2[N:13]=1. The catalyst is COCCOC. The product is [CH3:1][N:2]([CH3:6])[CH2:3][CH2:4][NH:5][C:8]1[N:9]=[N+:10]([O-:22])[C:11]2[C:21]3[CH2:20][CH2:19][CH2:18][O:17][C:16]=3[CH:15]=[CH:14][C:12]=2[N:13]=1. The yield is 0.950.